The task is: Predict the reactants needed to synthesize the given product.. This data is from Full USPTO retrosynthesis dataset with 1.9M reactions from patents (1976-2016). (1) The reactants are: [F:1][C:2]([F:9])([F:8])[C:3]([F:7])=[C:4]([F:6])[F:5].[H][H]. Given the product [F:1][C:2]([F:9])([F:8])[CH:3]([F:7])[CH:4]([F:6])[F:5], predict the reactants needed to synthesize it. (2) Given the product [Cl:28][C:26]1[CH:27]=[C:22]([C:16]2[C:15]3[N:29]([CH2:30][C@H:31]4[CH2:36][CH2:35][C@H:34]([CH3:37])[CH2:33][CH2:32]4)[C:12]([C:10]([CH2:9][O:8][CH3:39])=[CH2:11])=[N:13][C:14]=3[CH:19]=[C:18]([C:20]#[N:21])[N:17]=2)[CH:23]=[N:24][CH:25]=1, predict the reactants needed to synthesize it. The reactants are: [Si]([O:8][CH2:9][C:10]([C:12]1[N:29]([CH2:30][C@H:31]2[CH2:36][CH2:35][C@H:34]([CH3:37])[CH2:33][CH2:32]2)[C:15]2[C:16]([C:22]3[CH:23]=[N:24][CH:25]=[C:26]([Cl:28])[CH:27]=3)=[N:17][C:18]([C:20]#[N:21])=[CH:19][C:14]=2[N:13]=1)=[CH2:11])(C(C)(C)C)(C)C.[F-].[CH2:39]([N+](CCCC)(CCCC)CCCC)CCC.[H-].[Na+].CI. (3) Given the product [C:25]1([CH2:31][CH2:32][N:8]2[CH2:9][CH:10]([C:12]3[CH:20]=[CH:19][CH:18]=[C:17]4[C:13]=3[CH:14]=[N:15][NH:16]4)[CH2:11]2)[CH:30]=[CH:29][CH:28]=[CH:27][CH:26]=1, predict the reactants needed to synthesize it. The reactants are: FC(F)(F)C(O)=O.[NH:8]1[CH2:11][CH:10]([C:12]2[CH:20]=[CH:19][CH:18]=[C:17]3[C:13]=2[CH:14]=[N:15][NH:16]3)[CH2:9]1.N1CCC1.[C:25]1([CH2:31][CH:32]=O)[CH:30]=[CH:29][CH:28]=[CH:27][CH:26]=1.C(O[BH-](OC(=O)C)OC(=O)C)(=O)C.[Na+].